This data is from Forward reaction prediction with 1.9M reactions from USPTO patents (1976-2016). The task is: Predict the product of the given reaction. Given the reactants [CH:1]([N:4]1[C:8]2[CH:9]=[CH:10][CH:11]=[CH:12][C:7]=2[N:6]([C:13]([NH:15][CH2:16][CH:17]2[CH2:22][CH2:21][N:20]([CH2:23][C:24]3([C:30]([OH:32])=[O:31])[CH2:29][CH2:28][O:27][CH2:26][CH2:25]3)[CH2:19][CH2:18]2)=[O:14])[C:5]1=[O:33])([CH3:3])[CH3:2].O.[C:35]1([S:41]([OH:44])(=[O:43])=[O:42])[CH:40]=[CH:39][CH:38]=[CH:37][CH:36]=1, predict the reaction product. The product is: [C:35]1([S:41]([OH:44])(=[O:43])=[O:42])[CH:40]=[CH:39][CH:38]=[CH:37][CH:36]=1.[CH:1]([N:4]1[C:8]2[CH:9]=[CH:10][CH:11]=[CH:12][C:7]=2[N:6]([C:13]([NH:15][CH2:16][CH:17]2[CH2:18][CH2:19][N:20]([CH2:23][C:24]3([C:30]([OH:32])=[O:31])[CH2:25][CH2:26][O:27][CH2:28][CH2:29]3)[CH2:21][CH2:22]2)=[O:14])[C:5]1=[O:33])([CH3:3])[CH3:2].